From a dataset of Catalyst prediction with 721,799 reactions and 888 catalyst types from USPTO. Predict which catalyst facilitates the given reaction. (1) Reactant: O.[OH-].[Li+].[CH3:4][CH:5]([CH3:43])[CH:6]([C:23]1[CH:28]=[CH:27][C:26]([CH2:29][N:30]2[C:35](=[O:36])[CH2:34][O:33][C:32]([C:37]3[CH:42]=[CH:41][CH:40]=[CH:39][CH:38]=3)=[N:31]2)=[CH:25][CH:24]=1)[C:7]([NH:9][C:10]1[CH:18]=[CH:17][CH:16]=[C:15]2[C:11]=1[CH2:12][CH:13]([C:19]([O:21]C)=[O:20])[CH2:14]2)=[O:8].Cl. Product: [CH3:4][CH:5]([CH3:43])[CH:6]([C:23]1[CH:28]=[CH:27][C:26]([CH2:29][N:30]2[C:35](=[O:36])[CH2:34][O:33][C:32]([C:37]3[CH:38]=[CH:39][CH:40]=[CH:41][CH:42]=3)=[N:31]2)=[CH:25][CH:24]=1)[C:7]([NH:9][C:10]1[CH:18]=[CH:17][CH:16]=[C:15]2[C:11]=1[CH2:12][CH:13]([C:19]([OH:21])=[O:20])[CH2:14]2)=[O:8]. The catalyst class is: 20. (2) Reactant: [Cl:1][C:2]1[N:11]=[C:10](Cl)[C:9]2[C:4](=[CH:5][C:6]([O:15][CH3:16])=[C:7]([O:13][CH3:14])[CH:8]=2)[N:3]=1.C(N(CC)CC)C.[C:24]([O:28][C:29]([N:31]1[CH2:36][CH2:35][NH:34][CH2:33][CH2:32]1)=[O:30])([CH3:27])([CH3:26])[CH3:25].[Cl-].[Na+]. Product: [C:24]([O:28][C:29]([N:31]1[CH2:36][CH2:35][N:34]([C:10]2[C:9]3[C:4](=[CH:5][C:6]([O:15][CH3:16])=[C:7]([O:13][CH3:14])[CH:8]=3)[N:3]=[C:2]([Cl:1])[N:11]=2)[CH2:33][CH2:32]1)=[O:30])([CH3:27])([CH3:25])[CH3:26]. The catalyst class is: 35. (3) Reactant: Cl.N1C=[CH:6][CH:5]=[CH:4][CH:3]=1.[Cl:8][CH2:9][CH2:10][CH2:11][CH2:12][CH2:13][NH:14][C:15]1[C:20]([CH3:21])=[C:19]([CH3:22])[N:18]=[C:17]([O:23][C:24]2[CH:29]=[CH:28][CH:27]=[CH:26][CH:25]=2)[C:16]=1[NH2:30].COC(OC)(OC)CCC. Product: [Cl:8][CH2:9][CH2:10][CH2:11][CH2:12][CH2:13][N:14]1[C:15]2[C:20]([CH3:21])=[C:19]([CH3:22])[N:18]=[C:17]([O:23][C:24]3[CH:25]=[CH:26][CH:27]=[CH:28][CH:29]=3)[C:16]=2[N:30]=[C:3]1[CH2:4][CH2:5][CH3:6]. The catalyst class is: 11. (4) Reactant: [F:1][C:2]1[CH:7]=[C:6]([C:8]2[CH:9]=[C:10]3[C:16]([C:17]4[C:18]([CH3:31])=[N:19][N:20]([CH2:23][C:24]5[CH:29]=[CH:28][CH:27]=[C:26]([F:30])[CH:25]=5)[C:21]=4[CH3:22])=[CH:15][NH:14][C:11]3=[N:12][CH:13]=2)[CH:5]=[CH:4][C:3]=1[CH:32]1[CH2:37][CH2:36][N:35](C(OC(C)(C)C)=O)[CH2:34][CH2:33]1. Product: [F:1][C:2]1[CH:7]=[C:6]([C:8]2[CH:9]=[C:10]3[C:16]([C:17]4[C:18]([CH3:31])=[N:19][N:20]([CH2:23][C:24]5[CH:29]=[CH:28][CH:27]=[C:26]([F:30])[CH:25]=5)[C:21]=4[CH3:22])=[CH:15][NH:14][C:11]3=[N:12][CH:13]=2)[CH:5]=[CH:4][C:3]=1[CH:32]1[CH2:37][CH2:36][NH:35][CH2:34][CH2:33]1. The catalyst class is: 137. (5) Reactant: [C:1]1([OH:7])[CH:6]=[CH:5][CH:4]=[CH:3][CH:2]=1.CC(C)([O-])C.[K+].[CH3:14][O:15][C:16](=[O:27])[C:17]1[CH:22]=[C:21]([N+:23]([O-:25])=[O:24])[CH:20]=[CH:19][C:18]=1Cl. Product: [CH3:14][O:15][C:16](=[O:27])[C:17]1[CH:22]=[C:21]([N+:23]([O-:25])=[O:24])[CH:20]=[CH:19][C:18]=1[O:7][C:1]1[CH:6]=[CH:5][CH:4]=[CH:3][CH:2]=1. The catalyst class is: 12. (6) Reactant: [Cl:1][C:2]1[CH:12]=[C:11]([F:13])[CH:10]=[CH:9][C:3]=1[C:4]([N:6]=[C:7]=[O:8])=[O:5].[NH2:14][C:15]1[CH:29]=[CH:28][CH:27]=[CH:26][C:16]=1[O:17][CH2:18][C:19]([O:21][C:22]([CH3:25])([CH3:24])[CH3:23])=[O:20]. Product: [Cl:1][C:2]1[CH:12]=[C:11]([F:13])[CH:10]=[CH:9][C:3]=1[C:4]([NH:6][C:7](=[O:8])[NH:14][C:15]1[CH:29]=[CH:28][CH:27]=[CH:26][C:16]=1[O:17][CH2:18][C:19]([O:21][C:22]([CH3:25])([CH3:23])[CH3:24])=[O:20])=[O:5]. The catalyst class is: 10. (7) Reactant: [CH3:1][O:2][CH2:3][CH2:4][N:5]1[CH2:10][CH2:9][N:8]([CH2:11][C:12]2[CH:13]=[C:14]3[N:20]=[C:19]([C:21]4[CH:27]=[CH:26][CH:25]=[CH:24][C:22]=4[NH2:23])[S:18][C:15]3=[N:16][CH:17]=2)[CH2:7][CH2:6]1.[C:28]1([C:34]2[N:35]=[C:36]([C:39](O)=[O:40])[S:37][CH:38]=2)[CH:33]=[CH:32][CH:31]=[CH:30][CH:29]=1. Product: [CH3:1][O:2][CH2:3][CH2:4][N:5]1[CH2:10][CH2:9][N:8]([CH2:11][C:12]2[CH:13]=[C:14]3[N:20]=[C:19]([C:21]4[CH:27]=[CH:26][CH:25]=[CH:24][C:22]=4[NH:23][C:39]([C:36]4[S:37][CH:38]=[C:34]([C:28]5[CH:29]=[CH:30][CH:31]=[CH:32][CH:33]=5)[N:35]=4)=[O:40])[S:18][C:15]3=[N:16][CH:17]=2)[CH2:7][CH2:6]1. The catalyst class is: 6. (8) Reactant: C(N(CC)CC)C.C(Cl)Cl.[CH2:11]([N:15]1[C:23]([N:24]2[CH2:29][CH2:28][NH:27][C@@H:26]([CH3:30])[CH2:25]2)=[N:22][C:21]2[C:16]1=[N:17][C:18]([C:37]1[CH:38]=[N:39][C:40]([NH2:43])=[N:41][CH:42]=1)=[N:19][C:20]=2[N:31]1[CH2:36][CH2:35][O:34][CH2:33][CH2:32]1)[CH:12]([CH3:14])[CH3:13].[C:44](OC(=O)C)(=[O:46])[CH3:45]. Product: [C:44]([N:27]1[CH2:28][CH2:29][N:24]([C:23]2[N:15]([CH2:11][CH:12]([CH3:14])[CH3:13])[C:16]3[C:21]([N:22]=2)=[C:20]([N:31]2[CH2:36][CH2:35][O:34][CH2:33][CH2:32]2)[N:19]=[C:18]([C:37]2[CH:42]=[N:41][C:40]([NH2:43])=[N:39][CH:38]=2)[N:17]=3)[CH2:25][C@@H:26]1[CH3:30])(=[O:46])[CH3:45]. The catalyst class is: 61. (9) Reactant: [H-].[Na+].[CH2:3]([OH:10])[C:4]1[CH:9]=[CH:8][CH:7]=[CH:6][CH:5]=1.Br[CH2:12][C:13]([O:15][CH2:16][CH3:17])=[O:14].Cl. Product: [CH2:3]([O:10][CH2:12][C:13]([O:15][CH2:16][CH3:17])=[O:14])[C:4]1[CH:9]=[CH:8][CH:7]=[CH:6][CH:5]=1. The catalyst class is: 93.